This data is from Forward reaction prediction with 1.9M reactions from USPTO patents (1976-2016). The task is: Predict the product of the given reaction. (1) Given the reactants C([O:3][C:4]([C:6]1[N:7]=[C:8]2[CH:13]=[CH:12][CH:11]=[C:10]([Cl:14])[N:9]2[CH:15]=1)=[O:5])C, predict the reaction product. The product is: [Cl:14][C:10]1[N:9]2[CH:15]=[C:6]([C:4]([OH:5])=[O:3])[N:7]=[C:8]2[CH:13]=[CH:12][CH:11]=1. (2) Given the reactants Cl[C:2]1[CH:3]=[C:4]([C:17]2[N:21]([CH2:22][O:23][CH2:24][CH2:25][Si:26]([CH3:29])([CH3:28])[CH3:27])[C:20]3[CH:30]=[C:31]([C:34]([F:37])([F:36])[F:35])[CH:32]=[CH:33][C:19]=3[N:18]=2)[C:5](=[O:16])[N:6]([CH2:8][O:9][CH2:10][CH2:11][Si:12]([CH3:15])([CH3:14])[CH3:13])[N:7]=1.[B:38]1(B2OC(C)(C)C(C)(C)O2)[O:42]C(C)(C)C(C)(C)[O:39]1.C([O-])(=O)C.[K+], predict the reaction product. The product is: [O:16]=[C:5]1[N:6]([CH2:8][O:9][CH2:10][CH2:11][Si:12]([CH3:15])([CH3:14])[CH3:13])[N:7]=[C:2]([B:38]([OH:42])[OH:39])[CH:3]=[C:4]1[C:17]1[N:21]([CH2:22][O:23][CH2:24][CH2:25][Si:26]([CH3:29])([CH3:28])[CH3:27])[C:20]2[CH:30]=[C:31]([C:34]([F:37])([F:36])[F:35])[CH:32]=[CH:33][C:19]=2[N:18]=1. (3) Given the reactants C([NH:5][S:6]([C:9]1[CH:14]=[CH:13][C:12]([C:15]2[CH:20]=[CH:19][CH:18]=[C:17]([C:21]3[CH2:22][C:23](=[O:42])[NH:24][C:25]4[CH:31]=[C:30]([C:32]([F:35])([F:34])[F:33])[C:29]([N:36]([CH2:38][CH:39]([CH3:41])[CH3:40])[CH3:37])=[CH:28][C:26]=4[N:27]=3)[CH:16]=2)=[CH:11][CH:10]=1)(=[O:8])=[O:7])(C)(C)C.C(O)(C(F)(F)F)=O, predict the reaction product. The product is: [CH2:38]([N:36]([CH3:37])[C:29]1[C:30]([C:32]([F:33])([F:34])[F:35])=[CH:31][C:25]2[NH:24][C:23](=[O:42])[CH2:22][C:21]([C:17]3[CH:16]=[C:15]([C:12]4[CH:11]=[CH:10][C:9]([S:6]([NH2:5])(=[O:8])=[O:7])=[CH:14][CH:13]=4)[CH:20]=[CH:19][CH:18]=3)=[N:27][C:26]=2[CH:28]=1)[CH:39]([CH3:41])[CH3:40]. (4) Given the reactants [CH3:1][O:2][N:3]=C1C2C=CN=NC=2OC1.[Cl:13][C:14]1[CH:15]=[C:16]2[C:22](=O)[CH2:21][O:20][C:17]2=[CH:18][N:19]=1, predict the reaction product. The product is: [CH3:1][O:2][N:3]=[C:22]1[C:16]2[C:17](=[CH:18][N:19]=[C:14]([Cl:13])[CH:15]=2)[O:20][CH2:21]1. (5) Given the reactants [NH2:1][CH2:2][CH2:3][CH2:4][CH2:5][N:6]1[C:18]2[C:17]3[CH:16]=[CH:15][CH:14]=[CH:13][C:12]=3[N:11]=[C:10]([NH2:19])[C:9]=2[N:8]=[C:7]1[CH2:20][CH2:21][CH2:22][CH3:23].[C:24](Cl)(=[O:31])[C:25]1[CH:30]=[CH:29][CH:28]=[CH:27][CH:26]=1, predict the reaction product. The product is: [NH2:19][C:10]1[C:9]2[N:8]=[C:7]([CH2:20][CH2:21][CH2:22][CH3:23])[N:6]([CH2:5][CH2:4][CH2:3][CH2:2][NH:1][C:24](=[O:31])[C:25]3[CH:30]=[CH:29][CH:28]=[CH:27][CH:26]=3)[C:18]=2[C:17]2[CH:16]=[CH:15][CH:14]=[CH:13][C:12]=2[N:11]=1. (6) Given the reactants [CH3:1][C:2]1[N:6]2[C:7](=[O:33])[N:8]([CH:10]3[CH2:15][CH2:14][N:13]([C:16](=[O:32])[CH:17]([NH:24]C(=O)OC(C)(C)C)[C:18]4[CH:23]=[CH:22][CH:21]=[CH:20][CH:19]=4)[CH2:12][CH2:11]3)[CH2:9][C:5]2=[CH:4][N:3]=1.C(OCC)(=O)C, predict the reaction product. The product is: [NH2:24][CH:17]([C:18]1[CH:19]=[CH:20][CH:21]=[CH:22][CH:23]=1)[C:16]([N:13]1[CH2:14][CH2:15][CH:10]([N:8]2[CH2:9][C:5]3=[CH:4][N:3]=[C:2]([CH3:1])[N:6]3[C:7]2=[O:33])[CH2:11][CH2:12]1)=[O:32]. (7) The product is: [NH2:16][C:17]1[N:22]=[CH:21][C:20]([C:23]2[CH:28]=[CH:27][C:26]([C:2]3[C:3]([S:8]([NH:11][CH2:12][C@H:13]([OH:15])[CH3:14])(=[O:10])=[O:9])=[CH:4][CH:5]=[CH:6][CH:7]=3)=[CH:25][C:24]=2[F:38])=[N:19][C:18]=1[C:39]#[N:40]. Given the reactants Br[C:2]1[CH:7]=[CH:6][CH:5]=[CH:4][C:3]=1[S:8]([NH:11][CH2:12][C@H:13]([OH:15])[CH3:14])(=[O:10])=[O:9].[NH2:16][C:17]1[C:18]([C:39]#[N:40])=[N:19][C:20]([C:23]2[CH:28]=[CH:27][C:26](B3OC(C)(C)C(C)(C)O3)=[CH:25][C:24]=2[F:38])=[CH:21][N:22]=1, predict the reaction product.